Regression. Given a peptide amino acid sequence and an MHC pseudo amino acid sequence, predict their binding affinity value. This is MHC class I binding data. From a dataset of Peptide-MHC class I binding affinity with 185,985 pairs from IEDB/IMGT. (1) The peptide sequence is FQPQNGQRI. The MHC is H-2-Db with pseudo-sequence H-2-Db. The binding affinity (normalized) is 0.369. (2) The peptide sequence is GMMRWCMPV. The MHC is HLA-C04:01 with pseudo-sequence YSAGYREKYRQADVNKLYLRFNFYTWAERAYTWY. The binding affinity (normalized) is 0.213. (3) The peptide sequence is TVYPKTHYV. The MHC is HLA-A11:01 with pseudo-sequence HLA-A11:01. The binding affinity (normalized) is 0.656.